From a dataset of Forward reaction prediction with 1.9M reactions from USPTO patents (1976-2016). Predict the product of the given reaction. (1) Given the reactants C(O[C:6]([N:8]1[CH2:12][C:11](=[N:13][O:14][CH3:15])[CH2:10][C@H:9]1[C:16]([OH:18])=O)=[O:7])(C)(C)C.[CH3:19][O:20][C:21]1[CH:26]=[CH:25][CH:24]=[CH:23][C:22]=1[C:27]1[CH:32]=[CH:31][C:30](C(O)=O)=[CH:29][CH:28]=1.[NH2:36][C@H:37]1[CH2:42][CH2:41][C@H:40]([OH:43])[CH2:39][CH2:38]1, predict the reaction product. The product is: [OH:43][C@H:40]1[CH2:41][CH2:42][C@H:37]([NH:36][C:16]([C@@H:9]2[CH2:10][C:11](=[N:13][O:14][CH3:15])[CH2:12][N:8]2[C:6]([C:30]2[CH:29]=[CH:28][C:27]([C:22]3[CH:23]=[CH:24][CH:25]=[CH:26][C:21]=3[O:20][CH3:19])=[CH:32][CH:31]=2)=[O:7])=[O:18])[CH2:38][CH2:39]1. (2) Given the reactants [NH2:1][C:2]1[N:7]=[C:6](Cl)[CH:5]=[C:4]([Cl:9])[N:3]=1.[SH:10][CH2:11][CH2:12][C:13]([OH:15])=[O:14].C(=O)([O-])[O-].[Cs+].[Cs+].C(=O)(O)[O-].[Na+], predict the reaction product. The product is: [NH2:1][C:2]1[N:7]=[C:6]([S:10][CH2:11][CH2:12][C:13]([OH:15])=[O:14])[CH:5]=[C:4]([Cl:9])[N:3]=1. (3) Given the reactants [CH3:1][O:2][C:3]1[CH:10]=[C:9]([O:11][CH3:12])[CH:8]=[C:7]([C:13]2[S:14][CH:15]=[CH:16][CH:17]=2)[C:4]=1[CH:5]=O.[C:18]([C:21]1[CH:29]=[CH:28][C:24]([C:25]([OH:27])=[O:26])=[CH:23][CH:22]=1)(=[O:20])[CH3:19], predict the reaction product. The product is: [CH3:1][O:2][C:3]1[CH:10]=[C:9]([O:11][CH3:12])[CH:8]=[C:7]([C:13]2[S:14][CH:15]=[CH:16][CH:17]=2)[C:4]=1/[CH:5]=[CH:19]/[C:18]([C:21]1[CH:29]=[CH:28][C:24]([C:25]([OH:27])=[O:26])=[CH:23][CH:22]=1)=[O:20]. (4) Given the reactants [O:1]1[CH2:6][CH:5]=[C:4]([C:7]2[CH:8]=[C:9]([CH:14]=[CH:15][C:16]=2OS(C(F)(F)F)(=O)=O)[C:10]([O:12][CH3:13])=[O:11])[CH2:3][CH2:2]1.[F:25][C:26]1[CH:31]=[CH:30][C:29]([O:32][CH3:33])=[CH:28][C:27]=1B(O)O.C(=O)([O-])[O-].[K+].[K+], predict the reaction product. The product is: [O:1]1[CH2:6][CH:5]=[C:4]([C:7]2[CH:8]=[C:9]([C:10]([O:12][CH3:13])=[O:11])[CH:14]=[CH:15][C:16]=2[C:27]2[CH:28]=[C:29]([O:32][CH3:33])[CH:30]=[CH:31][C:26]=2[F:25])[CH2:3][CH2:2]1. (5) Given the reactants [Cl:1][C:2]1[CH:10]=[C:9]([F:11])[C:8]2[NH:7][C:6]3[CH2:12][CH2:13][N:14]4[C@@H:18]([C:5]=3[C:4]=2[CH:3]=1)[CH2:17][CH2:16][CH2:15]4.[H-].[Na+].[O:21]1[CH2:23][CH:22]1[C:24]1[CH:29]=[CH:28][N:27]=[CH:26][CH:25]=1, predict the reaction product. The product is: [Cl:1][C:2]1[CH:10]=[C:9]([F:11])[C:8]2[N:7]([CH2:23][CH:22]([C:24]3[CH:29]=[CH:28][N:27]=[CH:26][CH:25]=3)[OH:21])[C:6]3[CH2:12][CH2:13][N:14]4[C@@H:18]([C:5]=3[C:4]=2[CH:3]=1)[CH2:17][CH2:16][CH2:15]4.